From a dataset of Forward reaction prediction with 1.9M reactions from USPTO patents (1976-2016). Predict the product of the given reaction. (1) Given the reactants [Cl:1][C:2]1[CH:3]=[CH:4][C:5]([O:17][CH3:18])=[C:6]([C:8]2[CH:12]3[CH2:13][CH2:14][CH2:15][O:16][CH:11]3[O:10][N:9]=2)[CH:7]=1, predict the reaction product. The product is: [Cl:1][C:2]1[CH:3]=[CH:4][C:5]([O:17][CH3:18])=[C:6]([C:8]2[C:12]([CH2:13][CH2:14][CH2:15][OH:16])=[CH:11][O:10][N:9]=2)[CH:7]=1. (2) Given the reactants [C:1]([CH2:4][CH2:5][C:6]1[C:10]([CH3:11])=[C:9]([CH:12]=O)[NH:8][C:7]=1[CH3:14])([OH:3])=[O:2].[Br:15][C:16]1[CH:17]=[C:18]2[C:22](=[CH:23][CH:24]=1)[NH:21][C:20](=[O:25])[CH2:19]2.N1CCCCC1, predict the reaction product. The product is: [Br:15][C:16]1[CH:17]=[C:18]2[C:22](=[CH:23][CH:24]=1)[NH:21][C:20](=[O:25])[C:19]2=[CH:12][C:9]1[NH:8][C:7]([CH3:14])=[C:6]([CH2:5][CH2:4][C:1]([OH:3])=[O:2])[C:10]=1[CH3:11]. (3) Given the reactants F[C:2]1[CH:9]=[CH:8][C:5]([CH:6]=[O:7])=[CH:4][CH:3]=1.[NH:10]1[CH:14]=[N:13][CH:12]=[N:11]1.C(=O)([O-])[O-].[K+].[K+], predict the reaction product. The product is: [N:10]1([C:2]2[CH:9]=[CH:8][C:5]([CH:6]=[O:7])=[CH:4][CH:3]=2)[CH:14]=[N:13][CH:12]=[N:11]1.[N:13]1([C:2]2[CH:9]=[CH:8][C:5]([CH:6]=[O:7])=[CH:4][CH:3]=2)[CH:12]=[N:11][N:10]=[CH:14]1. (4) Given the reactants [CH3:1][C:2]1[CH:10]=[C:6]([C:7]([OH:9])=O)[C:5]([OH:11])=[CH:4][CH:3]=1.[CH3:12][O:13][C:14]1[CH:20]=[CH:19][C:17]([NH2:18])=[CH:16][C:15]=1[C:21]([F:24])([F:23])[F:22], predict the reaction product. The product is: [OH:11][C:5]1[CH:4]=[CH:3][C:2]([CH3:1])=[CH:10][C:6]=1[C:7]([NH:18][C:17]1[CH:19]=[CH:20][C:14]([O:13][CH3:12])=[C:15]([C:21]([F:22])([F:23])[F:24])[CH:16]=1)=[O:9]. (5) Given the reactants [C:1]([CH2:4][C:5](=[O:7])[CH3:6])(=[O:3])[CH3:2].[O-]CC.[Na+].[Br:12][C:13]1[CH:18]=[CH:17][C:16](/[C:19](/Cl)=[N:20]/O)=[CH:15][CH:14]=1.Cl, predict the reaction product. The product is: [Br:12][C:13]1[CH:18]=[CH:17][C:16]([C:19]2[C:4]([C:5](=[O:7])[CH3:6])=[C:1]([CH3:2])[O:3][N:20]=2)=[CH:15][CH:14]=1. (6) Given the reactants [Cl:1][C:2]1[CH:3]=[C:4]([NH:19][C:20]2[C:30]3[CH:29]=[C:28]([C:31]([OH:33])=O)[CH2:27][CH2:26][NH:25][C:24]=3[N:23]=[CH:22][N:21]=2)[CH:5]=[CH:6][C:7]=1[O:8][C:9]1[CH:14]=[CH:13][CH:12]=[C:11]([C:15]([F:18])([F:17])[F:16])[CH:10]=1.[CH3:34][S:35]([CH2:38][CH2:39][NH2:40])(=[O:37])=[O:36].ON1C2C=CC=CC=2N=N1.Cl.C(N=C=NCCCN(C)C)C, predict the reaction product. The product is: [Cl:1][C:2]1[CH:3]=[C:4]([NH:19][C:20]2[C:30]3[CH:29]=[C:28]([C:31]([NH:40][CH2:39][CH2:38][S:35]([CH3:34])(=[O:37])=[O:36])=[O:33])[CH2:27][CH2:26][NH:25][C:24]=3[N:23]=[CH:22][N:21]=2)[CH:5]=[CH:6][C:7]=1[O:8][C:9]1[CH:14]=[CH:13][CH:12]=[C:11]([C:15]([F:16])([F:18])[F:17])[CH:10]=1. (7) Given the reactants [CH3:1][CH:2]1[CH:6]([CH3:7])[O:5][C:4]2([CH2:12][C:11]([CH3:14])([CH3:13])[C:10](/[CH:16]=[CH:17]/[Sn](CCCC)(CCCC)CCCC)([OH:15])[C:9]([CH3:31])=[CH:8]2)[O:3]1.[I:32]I.O, predict the reaction product. The product is: [I:32]/[CH:17]=[CH:16]/[C:10]1([OH:15])[C:11]([CH3:14])([CH3:13])[CH2:12][C:4]2([O:3][CH:2]([CH3:1])[CH:6]([CH3:7])[O:5]2)[CH:8]=[C:9]1[CH3:31].